Dataset: Forward reaction prediction with 1.9M reactions from USPTO patents (1976-2016). Task: Predict the product of the given reaction. Given the reactants [Cl:1][C:2]1[CH:3]=[N:4][C:5]2[C:10]([C:11]=1[N:12]1[CH2:17][CH2:16][N:15]([CH2:18][CH2:19][NH2:20])[CH2:14][CH2:13]1)=[CH:9][C:8]([O:21][CH3:22])=[CH:7][N:6]=2.[O-]S([O-])(=O)=O.[Na+].[Na+].[O:30]=[C:31]1[NH:36][C:35]2[N:37]=[C:38]([CH:41]=O)[CH:39]=[CH:40][C:34]=2[S:33][CH2:32]1.[BH4-].[Na+], predict the reaction product. The product is: [Cl:1][C:2]1[CH:3]=[N:4][C:5]2[C:10]([C:11]=1[N:12]1[CH2:13][CH2:14][N:15]([CH2:18][CH2:19][NH:20][CH2:41][C:38]3[CH:39]=[CH:40][C:34]4[S:33][CH2:32][C:31](=[O:30])[NH:36][C:35]=4[N:37]=3)[CH2:16][CH2:17]1)=[CH:9][C:8]([O:21][CH3:22])=[CH:7][N:6]=2.